Regression. Given two drug SMILES strings and cell line genomic features, predict the synergy score measuring deviation from expected non-interaction effect. From a dataset of NCI-60 drug combinations with 297,098 pairs across 59 cell lines. (1) Drug 1: CCC1=CC2CC(C3=C(CN(C2)C1)C4=CC=CC=C4N3)(C5=C(C=C6C(=C5)C78CCN9C7C(C=CC9)(C(C(C8N6C)(C(=O)OC)O)OC(=O)C)CC)OC)C(=O)OC.C(C(C(=O)O)O)(C(=O)O)O. Drug 2: CC1CCC2CC(C(=CC=CC=CC(CC(C(=O)C(C(C(=CC(C(=O)CC(OC(=O)C3CCCCN3C(=O)C(=O)C1(O2)O)C(C)CC4CCC(C(C4)OC)O)C)C)O)OC)C)C)C)OC. Cell line: TK-10. Synergy scores: CSS=27.3, Synergy_ZIP=-8.78, Synergy_Bliss=-1.82, Synergy_Loewe=1.93, Synergy_HSA=3.06. (2) Drug 1: C(=O)(N)NO. Drug 2: N.N.Cl[Pt+2]Cl. Cell line: NCI-H226. Synergy scores: CSS=6.62, Synergy_ZIP=-1.73, Synergy_Bliss=-1.99, Synergy_Loewe=-11.7, Synergy_HSA=-6.57.